Dataset: Peptide-MHC class II binding affinity with 134,281 pairs from IEDB. Task: Regression. Given a peptide amino acid sequence and an MHC pseudo amino acid sequence, predict their binding affinity value. This is MHC class II binding data. (1) The peptide sequence is HYLKAKEYSHCAWTI. The MHC is DRB4_0101 with pseudo-sequence DRB4_0103. The binding affinity (normalized) is 0.175. (2) The peptide sequence is TMLLGMLMICSAA. The MHC is HLA-DQA10102-DQB10502 with pseudo-sequence HLA-DQA10102-DQB10502. The binding affinity (normalized) is 0.185. (3) The peptide sequence is MGVSDVPRDEVVAA. The MHC is DRB1_0101 with pseudo-sequence DRB1_0101. The binding affinity (normalized) is 0.0653. (4) The peptide sequence is MFFVKNPTDTGHGTV. The MHC is HLA-DQA10501-DQB10302 with pseudo-sequence HLA-DQA10501-DQB10302. The binding affinity (normalized) is 0.234. (5) The peptide sequence is TKEDLFGKKNLIPSS. The MHC is HLA-DQA10501-DQB10302 with pseudo-sequence HLA-DQA10501-DQB10302. The binding affinity (normalized) is 0.171. (6) The peptide sequence is IVQMAPVSAMVRMYI. The MHC is DRB1_0701 with pseudo-sequence DRB1_0701. The binding affinity (normalized) is 0.479. (7) The peptide sequence is SGKAFGAMAKKGQED. The MHC is DRB4_0101 with pseudo-sequence DRB4_0103. The binding affinity (normalized) is 0.217.